Task: Predict the product of the given reaction.. Dataset: Forward reaction prediction with 1.9M reactions from USPTO patents (1976-2016) (1) Given the reactants C(OC([N:8]([CH:27]1[CH2:29][CH2:28]1)[CH:9]([C:11]1[CH:12]=[C:13]([CH2:19][CH2:20][CH2:21][NH:22][C:23](=[O:26])[O:24][CH3:25])[C:14]([CH2:17][CH3:18])=[N:15][CH:16]=1)[CH3:10])=O)(C)(C)C.FC(F)(F)C(O)=O.C(=O)([O-])O.[Na+], predict the reaction product. The product is: [CH:27]1([NH:8][CH:9]([C:11]2[CH:12]=[C:13]([CH2:19][CH2:20][CH2:21][NH:22][C:23](=[O:26])[O:24][CH3:25])[C:14]([CH2:17][CH3:18])=[N:15][CH:16]=2)[CH3:10])[CH2:29][CH2:28]1. (2) Given the reactants C[O:2][C:3](=O)[C:4]1[CH:9]=[CH:8][C:7]([CH2:10][CH:11]([CH3:13])[CH3:12])=[CH:6][C:5]=1[C:14]([F:17])([F:16])[F:15].[BH4-].[Li+].Cl, predict the reaction product. The product is: [CH2:10]([C:7]1[CH:8]=[CH:9][C:4]([CH2:3][OH:2])=[C:5]([C:14]([F:15])([F:16])[F:17])[CH:6]=1)[CH:11]([CH3:13])[CH3:12]. (3) Given the reactants Br[C:2]1[CH:7]=[C:6]([F:8])[CH:5]=[C:4]([Br:9])[CH:3]=1.C([Li])CCC.CN(C)[CH:17]=[O:18], predict the reaction product. The product is: [Br:9][C:4]1[CH:3]=[C:2]([CH:7]=[C:6]([F:8])[CH:5]=1)[CH:17]=[O:18]. (4) The product is: [NH2:1][C@H:2]1[CH2:9][CH:8]=[CH:7][CH2:6][N:4]([CH2:10][C:11]2[CH:16]=[CH:15][CH:14]=[CH:13][CH:12]=2)[C:3]1=[O:17]. Given the reactants [NH2:1][C@H:2]1[CH2:9][CH:8]=[CH:7][CH2:6]C[N:4]([CH2:10][C:11]2[CH:16]=[CH:15][CH:14]=[CH:13][CH:12]=2)[C:3]1=[O:17].C(N)C=C, predict the reaction product. (5) Given the reactants [CH2:1]([C@@H:3]1[CH2:8][O:7][CH2:6][CH2:5][N:4]1[C:9]1[N:14]=[C:13]([NH:15][CH3:16])[N:12]=[C:11]([C:17]2[CH:24]=[C:23](F)[C:20]([C:21]#[N:22])=[C:19](F)[CH:18]=2)[CH:10]=1)[CH3:2].[O-:27][CH2:28][CH3:29].[Na+].[NH2:31][NH2:32].CCN(C(C)C)C(C)C, predict the reaction product. The product is: [CH2:1]([C@@H:3]1[CH2:8][O:7][CH2:6][CH2:5][N:4]1[C:9]1[N:14]=[C:13]([NH:15][CH3:16])[N:12]=[C:11]([C:17]2[CH:24]=[C:23]3[C:20]([C:21]([NH2:22])=[N:31][NH:32]3)=[C:19]([O:27][CH2:28][CH3:29])[CH:18]=2)[CH:10]=1)[CH3:2]. (6) Given the reactants [F:1][C:2]1[CH:3]=[CH:4][C:5]2[N:10]([C:11]3[CH:16]=[CH:15][CH:14]=[CH:13][C:12]=3[F:17])[S:9](=[O:19])(=[O:18])[CH:8]([CH2:20][CH2:21][CH2:22][NH:23][CH3:24])[CH2:7][C:6]=2[CH:25]=1.BrC1C=CC([F:33])=CC=1CCS(Cl)(=O)=O.FC1C=CC(F)=CC=1N.CN(C)CC, predict the reaction product. The product is: [F:17][C:12]1[CH:13]=[CH:14][C:15]([F:33])=[CH:16][C:11]=1[N:10]1[C:5]2[CH:4]=[CH:3][C:2]([F:1])=[CH:25][C:6]=2[CH2:7][CH:8]([CH2:20][CH2:21][CH2:22][NH:23][CH3:24])[S:9]1(=[O:19])=[O:18]. (7) Given the reactants [Si:1]([O:8][CH2:9][CH2:10][CH2:11][CH2:12][NH:13][C:14]1[C:23]2[C:18](=[CH:19][CH:20]=[CH:21][CH:22]=2)[N:17]=[CH:16][C:15]=1[NH2:24])([C:4]([CH3:7])([CH3:6])[CH3:5])([CH3:3])[CH3:2].[C:25](OC)(OC)(OC)[CH2:26][CH2:27][CH2:28][CH3:29], predict the reaction product. The product is: [CH2:26]([C:25]1[N:13]([CH2:12][CH2:11][CH2:10][CH2:9][O:8][Si:1]([C:4]([CH3:7])([CH3:6])[CH3:5])([CH3:3])[CH3:2])[C:14]2[C:23]3[CH:22]=[CH:21][CH:20]=[CH:19][C:18]=3[N:17]=[CH:16][C:15]=2[N:24]=1)[CH2:27][CH2:28][CH3:29].